Task: Predict the product of the given reaction.. Dataset: Forward reaction prediction with 1.9M reactions from USPTO patents (1976-2016) (1) Given the reactants N1C=CC=CC=1.[CH2:7]([C:9]([C:28]1[CH:33]=[CH:32][C:31]([OH:34])=[C:30]([CH3:35])[CH:29]=1)([C:12]1[CH:17]=[CH:16][C:15](/[CH:18]=[CH:19]/[C:20]2([OH:26])[CH2:25][CH2:24][CH2:23][CH2:22][CH2:21]2)=[C:14]([CH3:27])[CH:13]=1)[CH2:10][CH3:11])[CH3:8].[F:36][C:37]([F:50])([F:49])[S:38](O[S:38]([C:37]([F:50])([F:49])[F:36])(=[O:40])=[O:39])(=[O:40])=[O:39].O, predict the reaction product. The product is: [CH2:7]([C:9]([C:28]1[CH:33]=[CH:32][C:31]([O:34][S:38]([C:37]([F:50])([F:49])[F:36])(=[O:40])=[O:39])=[C:30]([CH3:35])[CH:29]=1)([C:12]1[CH:17]=[CH:16][C:15](/[CH:18]=[CH:19]/[C:20]2([OH:26])[CH2:25][CH2:24][CH2:23][CH2:22][CH2:21]2)=[C:14]([CH3:27])[CH:13]=1)[CH2:10][CH3:11])[CH3:8]. (2) Given the reactants [CH:1]([N:14]1[CH2:17][C:16](O)([C:18]#[N:19])[CH2:15]1)([C:8]1[CH:13]=[CH:12][CH:11]=[CH:10][CH:9]=1)[C:2]1[CH:7]=[CH:6][CH:5]=[CH:4][CH:3]=1.CCN(S(F)(F)[F:27])CC.C([O-])(O)=O.[Na+], predict the reaction product. The product is: [CH:1]([N:14]1[CH2:17][C:16]([F:27])([C:18]#[N:19])[CH2:15]1)([C:8]1[CH:13]=[CH:12][CH:11]=[CH:10][CH:9]=1)[C:2]1[CH:7]=[CH:6][CH:5]=[CH:4][CH:3]=1. (3) Given the reactants [Br:1][C:2]1[CH:12]=[N:11][C:5]2[O:6][CH2:7][C:8](=[O:10])[NH:9][C:4]=2[CH:3]=1.[C:13](=O)([O-])[O-].[K+].[K+].CI, predict the reaction product. The product is: [Br:1][C:2]1[CH:12]=[N:11][C:5]2[O:6][CH2:7][C:8](=[O:10])[N:9]([CH3:13])[C:4]=2[CH:3]=1. (4) Given the reactants [Cl:1][C:2]1[C:7]([NH:8][C:9]([C:11]2[CH:15]=[CH:14][NH:13][N:12]=2)=[O:10])=[CH:6][CH:5]=[CH:4][N:3]=1.[N:16]([CH2:19][CH2:20][CH2:21][CH2:22][CH2:23][C:24]([O:26][CH2:27][CH3:28])=[O:25])=[C:17]=[O:18], predict the reaction product. The product is: [CH2:27]([O:26][C:24](=[O:25])[CH2:23][CH2:22][CH2:21][CH2:20][CH2:19][NH:16][C:17]([N:13]1[CH:14]=[CH:15][C:11]([C:9](=[O:10])[NH:8][C:7]2[C:2]([Cl:1])=[N:3][CH:4]=[CH:5][CH:6]=2)=[N:12]1)=[O:18])[CH3:28].